From a dataset of Full USPTO retrosynthesis dataset with 1.9M reactions from patents (1976-2016). Predict the reactants needed to synthesize the given product. Given the product [Cl:14][C:4]1[CH:3]=[C:2]([NH:1][C:15](=[O:17])[CH3:16])[CH:7]=[C:6]([C:8]([CH:10]2[CH2:11][CH2:12]2)=[O:9])[C:5]=1[F:13], predict the reactants needed to synthesize it. The reactants are: [NH2:1][C:2]1[CH:3]=[C:4]([Cl:14])[C:5]([F:13])=[C:6]([C:8]([CH:10]2[CH2:12][CH2:11]2)=[O:9])[CH:7]=1.[C:15](OC(=O)C)(=[O:17])[CH3:16].C(N(CC)CC)C.